This data is from Forward reaction prediction with 1.9M reactions from USPTO patents (1976-2016). The task is: Predict the product of the given reaction. (1) Given the reactants [F:1][C:2]1[CH:10]=[C:9]2[C:5]([C:6]([C:11]3[CH:12]=[CH:13][C:14]([NH2:17])=[N:15][CH:16]=3)=[CH:7][NH:8]2)=[CH:4][CH:3]=1.[CH3:18][S:19]([NH:22][CH2:23][CH2:24][C:25](O)=[O:26])(=[O:21])=[O:20], predict the reaction product. The product is: [F:1][C:2]1[CH:10]=[C:9]2[C:5]([C:6]([C:11]3[CH:12]=[CH:13][C:14]([NH:17][C:25](=[O:26])[CH2:24][CH2:23][NH:22][S:19]([CH3:18])(=[O:21])=[O:20])=[N:15][CH:16]=3)=[CH:7][NH:8]2)=[CH:4][CH:3]=1. (2) Given the reactants I[C:2]1[C:3]2[S:11][CH:10]=[C:9]([C:12]3[CH:17]=[CH:16][C:15]([O:18][C:19]4[CH:24]=[CH:23][CH:22]=[CH:21][CH:20]=4)=[CH:14][CH:13]=3)[C:4]=2[C:5]([NH2:8])=[N:6][CH:7]=1.[C:25]([O:29][C:30]([CH3:33])([CH3:32])[CH3:31])(=[O:28])[CH:26]=[CH2:27].C1C=CC(P(C2C=CC=CC=2)C2C=CC=CC=2)=CC=1.C([O-])([O-])=O.[Na+].[Na+], predict the reaction product. The product is: [NH2:8][C:5]1[C:4]2[C:9]([C:12]3[CH:17]=[CH:16][C:15]([O:18][C:19]4[CH:24]=[CH:23][CH:22]=[CH:21][CH:20]=4)=[CH:14][CH:13]=3)=[CH:10][S:11][C:3]=2[C:2](/[CH:27]=[CH:26]/[C:25]([O:29][C:30]([CH3:33])([CH3:32])[CH3:31])=[O:28])=[CH:7][N:6]=1. (3) Given the reactants Cl.[F:2][C:3]1[CH:30]=[CH:29][C:6]([CH2:7][NH:8][C:9]([C:11]2[CH:16]=[C:15]([C:17]3[CH2:21][CH:20]([CH:22]4[CH2:27][CH2:26][NH:25][CH2:24][CH2:23]4)[O:19][N:18]=3)[N:14]=[C:13]([CH3:28])[N:12]=2)=[O:10])=[CH:5][C:4]=1[O:31][CH3:32].C(N(CC)CC)C.[C:40]([CH2:42][C:43](OCC)=[O:44])#[N:41], predict the reaction product. The product is: [C:40]([CH2:42][C:43]([N:25]1[CH2:24][CH2:23][CH:22]([CH:20]2[O:19][N:18]=[C:17]([C:15]3[N:14]=[C:13]([CH3:28])[N:12]=[C:11]([C:9]([NH:8][CH2:7][C:6]4[CH:29]=[CH:30][C:3]([F:2])=[C:4]([O:31][CH3:32])[CH:5]=4)=[O:10])[CH:16]=3)[CH2:21]2)[CH2:27][CH2:26]1)=[O:44])#[N:41]. (4) Given the reactants Cl[C:2]1[C:11]2[C:6](=[CH:7][C:8]([S:12]([NH:15][C:16]3[S:17][CH:18]=[N:19][N:20]=3)(=[O:14])=[O:13])=[CH:9][CH:10]=2)[N:5]=[CH:4][CH:3]=1.[Cl:21][C:22]1[CH:27]=[CH:26][C:25](B(O)O)=[C:24]([O:31][CH3:32])[CH:23]=1.C(=O)([O-])[O-].[K+].[K+], predict the reaction product. The product is: [Cl:21][C:22]1[CH:27]=[CH:26][C:25]([C:2]2[C:11]3[C:6](=[CH:7][C:8]([S:12]([NH:15][C:16]4[S:17][CH:18]=[N:19][N:20]=4)(=[O:14])=[O:13])=[CH:9][CH:10]=3)[N:5]=[CH:4][CH:3]=2)=[C:24]([O:31][CH3:32])[CH:23]=1.